Dataset: Full USPTO retrosynthesis dataset with 1.9M reactions from patents (1976-2016). Task: Predict the reactants needed to synthesize the given product. (1) Given the product [Cl:26][CH2:25][C@H:13]1[C:12]2[C:16](=[CH:17][C:9]([OH:8])=[C:10]3[S:29][CH:28]=[C:27]([CH3:30])[C:11]3=2)[N:15]([C:18]([O:20][C:21]([CH3:24])([CH3:23])[CH3:22])=[O:19])[CH2:14]1, predict the reactants needed to synthesize it. The reactants are: C([O:8][C:9]1[CH:17]=[C:16]2[C:12]([C@H:13]([CH2:25][Cl:26])[CH2:14][N:15]2[C:18]([O:20][C:21]([CH3:24])([CH3:23])[CH3:22])=[O:19])=[C:11]2[C:27]([CH3:30])=[CH:28][S:29][C:10]=12)C1C=CC=CC=1.C([O-])=O.[NH4+].S([O-])([O-])(=O)=O.[Na+].[Na+]. (2) Given the product [Cl:1][C:2]1[C:7]([C:8]2[CH:9]=[N:10][CH:11]=[C:12]([CH:18]=2)[C:13]([N:15]([CH3:16])[CH3:17])=[O:14])=[CH:6][N:5]=[C:4]2[NH:19][CH:20]=[C:21]([C:22]3[CH:27]=[CH:26][CH:25]=[CH:24][C:23]=3[F:28])[C:3]=12, predict the reactants needed to synthesize it. The reactants are: [Cl:1][C:2]1[C:7]([C:8]2[CH:9]=[N:10][CH:11]=[C:12]([CH:18]=2)[C:13]([N:15]([CH3:17])[CH3:16])=[O:14])=[CH:6][N:5]=[C:4]2[N:19](COCC[Si](C)(C)C)[CH:20]=[C:21]([C:22]3[CH:27]=[CH:26][CH:25]=[CH:24][C:23]=3[F:28])[C:3]=12.FC(F)(F)C(O)=O. (3) Given the product [CH3:22][O:23][C:24]([CH:25]1[CH2:27][S:28][C:1]([C:17]2[CH:18]=[CH:13][C:14]([F:19])=[CH:15][CH:16]=2)=[N:26]1)=[O:29], predict the reactants needed to synthesize it. The reactants are: [CH2:1](N(CC)CC)C.Cl.C(OC(=N)[C:13]1[CH:18]=[CH:17][CH:16]=[CH:15][C:14]=1[F:19])C.Cl.[CH3:22][O:23][C:24](=[O:29])[C@H:25]([CH2:27][SH:28])[NH2:26].O. (4) Given the product [CH2:23]([O:17][CH:11]([CH2:12][CH2:13][CH2:14][CH2:15][CH3:16])/[CH:10]=[CH:9]/[B:4]1[O:3][C:2]([CH3:1])([CH3:18])[C:6]([CH3:7])([CH3:8])[O:5]1)[CH:22]=[CH2:21], predict the reactants needed to synthesize it. The reactants are: [CH3:1][C:2]1([CH3:18])[C:6]([CH3:8])([CH3:7])[O:5][B:4]([CH:9]=[CH:10][CH:11]([OH:17])[CH2:12][CH2:13][CH2:14][CH2:15][CH3:16])[O:3]1.[H-].[Na+].[CH2:21](Br)[CH:22]=[CH2:23].